This data is from Catalyst prediction with 721,799 reactions and 888 catalyst types from USPTO. The task is: Predict which catalyst facilitates the given reaction. (1) Reactant: [NH2:1][C:2]1[N:3]=[CH:4][C:5]([CH:8]([CH3:11])[CH2:9][OH:10])=[N:6][CH:7]=1.C1C(=O)N([Br:19])C(=O)C1. Product: [NH2:1][C:2]1[N:3]=[CH:4][C:5]([CH:8]([CH3:11])[CH2:9][OH:10])=[N:6][C:7]=1[Br:19]. The catalyst class is: 2. (2) Reactant: C([O:8][C:9]1[CH:19]=[C:18]([N+:20]([O-:22])=[O:21])[CH:17]=[CH:16][C:10]=1[O:11][CH2:12][C@H:13]1[CH2:15][O:14]1)C1C=CC=CC=1.C(=O)(O)[O-].[Na+]. Product: [N+:20]([C:18]1[CH:17]=[CH:16][C:10]2[O:11][CH2:12][C@H:13]([CH2:15][OH:14])[O:8][C:9]=2[CH:19]=1)([O-:22])=[O:21]. The catalyst class is: 63. (3) Reactant: [NH2:1][C:2]1[CH:7]=[CH:6][C:5]([S:8]([OH:11])(=[O:10])=[O:9])=[CH:4][C:3]=1[CH3:12].[C:13](OC(=O)C)(=[O:15])[CH3:14]. Product: [C:13]([NH:1][C:2]1[CH:7]=[CH:6][C:5]([S:8]([O-:11])(=[O:9])=[O:10])=[CH:4][C:3]=1[CH3:12])(=[O:15])[CH3:14].[NH+:1]1[CH:2]=[CH:3][CH:4]=[CH:5][CH:6]=1. The catalyst class is: 17. (4) Reactant: [N:1]1([S:5]([NH2:8])(=[O:7])=[O:6])[CH2:4][CH2:3][CH2:2]1.[CH:9]1(P(C2CCCCC2)C2C=CC=CC=2C2C(C(C)C)=CC(C(C)C)=CC=2C(C)C)CCCCC1.C(=O)([O-])[O-].[Cs+].[Cs+].Cl[C:50]1[CH:55]=[C:54]([O:56][CH:57]2COC(C3C=CC=CC=3)O[CH2:58]2)[N:53]=[C:52]([S:69][CH2:70][C:71]2[CH:76]=[CH:75][CH:74]=[C:73]([F:77])[C:72]=2[F:78])[N:51]=1.[Cl-].[NH4+].[O:81]1[CH2:86][CH2:85][O:84][CH2:83][CH2:82]1. Product: [F:78][C:72]1[C:73]([F:77])=[CH:74][CH:75]=[CH:76][C:71]=1[CH2:70][S:69][C:52]1[N:51]=[C:50]([NH:8][S:5]([N:1]2[CH2:4][CH2:3][CH2:2]2)(=[O:7])=[O:6])[CH:55]=[C:54]([O:56][C@@H:57]([C@@H:86]2[CH2:85][O:84][C:83]([CH3:82])([CH3:9])[O:81]2)[CH3:58])[N:53]=1. The catalyst class is: 110. (5) Reactant: [Cl:1][C:2]1[CH:7]=[CH:6][C:5]([NH:8][C:9](=[O:21])[C:10]2[CH:15]=[CH:14][C:13]([C:16]([F:19])([F:18])[F:17])=[N:12][C:11]=2[CH3:20])=[CH:4][C:3]=1[CH2:22][OH:23]. Product: [Cl:1][C:2]1[CH:7]=[CH:6][C:5]([NH:8][C:9](=[O:21])[C:10]2[CH:15]=[CH:14][C:13]([C:16]([F:18])([F:19])[F:17])=[N:12][C:11]=2[CH3:20])=[CH:4][C:3]=1[CH:22]=[O:23]. The catalyst class is: 327. (6) Reactant: [Cl:1][C:2]1[C:7]([Cl:8])=[CH:6][C:5]([NH2:9])=[C:4]([NH2:10])[CH:3]=1.[C:11](N1C=CN=C1)(N1C=CN=C1)=[O:12]. Product: [Cl:1][C:2]1[C:7]([Cl:8])=[CH:6][C:5]2[NH:9][C:11](=[O:12])[NH:10][C:4]=2[CH:3]=1. The catalyst class is: 1.